Dataset: Retrosynthesis with 50K atom-mapped reactions and 10 reaction types from USPTO. Task: Predict the reactants needed to synthesize the given product. Given the product CCCCCc1ccc(-c2ccc(CCc3ccc(OCC)cc3)cc2)cc1, predict the reactants needed to synthesize it. The reactants are: CCCCCc1ccc(-c2ccc(C=Cc3ccc(OCC)cc3)cc2)cc1.